Dataset: Forward reaction prediction with 1.9M reactions from USPTO patents (1976-2016). Task: Predict the product of the given reaction. (1) Given the reactants [CH3:1][O:2][C:3](=[O:25])[CH2:4][C:5]1[C:14]([CH3:15])=[C:13](OS(C(F)(F)F)(=O)=O)[C:12]2[C:7](=[CH:8][CH:9]=[C:10]([Cl:24])[CH:11]=2)[CH:6]=1.C1(P(C2C=CC=CC=2)C2C=CC=CC=2)C=CC=CC=1.B([C:48]1[CH:53]=[CH:52][C:51]([S:54]([N:57]2[CH2:62][CH2:61][CH2:60][CH2:59][CH2:58]2)(=[O:56])=[O:55])=[CH:50][CH:49]=1)(O)O.C(=O)([O-])[O-].[Na+].[Na+], predict the reaction product. The product is: [CH3:1][O:2][C:3](=[O:25])[CH2:4][C:5]1[C:14]([CH3:15])=[C:13]([C:48]2[CH:53]=[CH:52][C:51]([S:54]([N:57]3[CH2:58][CH2:59][CH2:60][CH2:61][CH2:62]3)(=[O:56])=[O:55])=[CH:50][CH:49]=2)[C:12]2[C:7](=[CH:8][CH:9]=[C:10]([Cl:24])[CH:11]=2)[CH:6]=1. (2) Given the reactants F[P-](F)(F)(F)(F)F.N1(O[P+](N(C)C)(N(C)C)N(C)C)C2C=CC=CC=2N=N1.[CH2:28]([C:30]1[CH:35]=[CH:34][C:33]([CH2:36][CH2:37][NH:38][C:39]([C:41]2([CH2:47][C:48]3[CH:53]=[CH:52][CH:51]=[CH:50][C:49]=3[F:54])[CH2:46][CH2:45][NH:44][CH2:43][CH2:42]2)=[O:40])=[CH:32][CH:31]=1)[CH3:29].[F:55][C:56]1[CH:61]=[CH:60][C:59]([CH2:62][CH2:63][C:64](O)=[O:65])=[CH:58][CH:57]=1.C(N(CC)CC)C, predict the reaction product. The product is: [CH2:28]([C:30]1[CH:35]=[CH:34][C:33]([CH2:36][CH2:37][NH:38][C:39]([C:41]2([CH2:47][C:48]3[CH:53]=[CH:52][CH:51]=[CH:50][C:49]=3[F:54])[CH2:42][CH2:43][N:44]([C:64](=[O:65])[CH2:63][CH2:62][C:59]3[CH:60]=[CH:61][C:56]([F:55])=[CH:57][CH:58]=3)[CH2:45][CH2:46]2)=[O:40])=[CH:32][CH:31]=1)[CH3:29]. (3) Given the reactants [CH2:1]([OH:7])[CH2:2][O:3][CH2:4][CH2:5][OH:6].[H-].[Na+].[Cl-].[CH3:11][SiH:12]([CH3:17])[C:13]([CH3:16])([CH3:15])[CH3:14], predict the reaction product. The product is: [CH3:14][C:13]([Si:12]([CH3:17])([CH3:11])[O:7][CH2:1][CH2:2][O:3][CH2:4][CH2:5][OH:6])([CH3:16])[CH3:15]. (4) Given the reactants [O:1]=[C:2]1[NH:7][CH:6]=[C:5]([C:8]([OH:10])=O)[CH:4]=[CH:3]1.O[N:12]=[C:13]([C:15]1[CH:20]=[CH:19][C:18]([S:21][C:22]([F:25])([F:24])[F:23])=[CH:17][CH:16]=1)[NH2:14], predict the reaction product. The product is: [F:23][C:22]([S:21][C:18]1[CH:17]=[CH:16][C:15]([C:13]2[N:12]=[C:8]([C:5]3[CH:4]=[CH:3][C:2](=[O:1])[NH:7][CH:6]=3)[O:10][N:14]=2)=[CH:20][CH:19]=1)([F:25])[F:24]. (5) The product is: [F:1][C:2]1[CH:10]=[C:9]2[C:5]([C:6]([C:11]([OH:27])=[O:12])=[CH:7][NH:8]2)=[CH:4][C:3]=1[C:13]1[CH:18]=[CH:17][C:16]([CH2:19][OH:20])=[CH:15][CH:14]=1. Given the reactants [F:1][C:2]1[CH:10]=[C:9]2[C:5]([C:6]([CH:11]=[O:12])=[CH:7][NH:8]2)=[CH:4][C:3]=1[C:13]1[CH:18]=[CH:17][C:16]([CH2:19][OH:20])=[CH:15][CH:14]=1.CC(=CC)C.Cl([O-])=[O:27].[Na+].O.P([O-])(O)(O)=O.[Na+], predict the reaction product. (6) The product is: [CH:1]1([C:4]2[N:8]([C:9]3[CH:14]=[CH:13][CH:12]=[C:11]([C:15]([F:17])([F:16])[F:18])[CH:10]=3)[N:7]=[C:6]([CH3:19])[C:5]=2[C:20]([N:27]2[CH2:28][CH2:29][C@@H:30]([N:32]3[CH2:36][CH2:35][CH2:34][CH2:33]3)[CH2:31][C@@H:26]2[CH3:25])=[O:22])[CH2:2][CH2:3]1. Given the reactants [CH:1]1([C:4]2[N:8]([C:9]3[CH:14]=[CH:13][CH:12]=[C:11]([C:15]([F:18])([F:17])[F:16])[CH:10]=3)[N:7]=[C:6]([CH3:19])[C:5]=2[C:20]([OH:22])=O)[CH2:3][CH2:2]1.Cl.Cl.[CH3:25][C@H:26]1[CH2:31][C@H:30]([N:32]2[CH2:36][CH2:35][CH2:34][CH2:33]2)[CH2:29][CH2:28][NH:27]1, predict the reaction product. (7) Given the reactants [S:1]1[CH:5]=[CH:4][CH:3]=[C:2]1[CH2:6][CH2:7][NH2:8].[Br:9][C:10]1[CH:11]=[C:12]([CH:16]=[CH:17][C:18]=1[O:19][C:20]1[CH:25]=[CH:24][C:23]([CH:26]=O)=[CH:22][N:21]=1)[C:13]([NH2:15])=[O:14], predict the reaction product. The product is: [Br:9][C:10]1[CH:11]=[C:12]([CH:16]=[CH:17][C:18]=1[O:19][C:20]1[CH:25]=[CH:24][C:23]([CH2:26][NH:8][CH2:7][CH2:6][C:2]2[S:1][CH:5]=[CH:4][CH:3]=2)=[CH:22][N:21]=1)[C:13]([NH2:15])=[O:14]. (8) Given the reactants [F:1][C:2]1[C:7]([N:8]2[C:12](OS(C(F)(F)F)(=O)=O)=[CH:11][C:10]([C:21]([O:23][CH2:24][CH3:25])=[O:22])=[N:9]2)=[CH:6][CH:5]=[CH:4][N:3]=1.[Br:26][C:27]1[CH:28]=[C:29]([SH:33])[CH:30]=[CH:31][CH:32]=1.C(=O)([O-])[O-].[Na+].[Na+].C1(P(C2C=CC=CC=2)C2C3OC4C(=CC=CC=4P(C4C=CC=CC=4)C4C=CC=CC=4)C(C)(C)C=3C=CC=2)C=CC=CC=1, predict the reaction product. The product is: [Br:26][C:27]1[CH:28]=[C:29]([S:33][C:12]2[N:8]([C:7]3[C:2]([F:1])=[N:3][CH:4]=[CH:5][CH:6]=3)[N:9]=[C:10]([C:21]([O:23][CH2:24][CH3:25])=[O:22])[CH:11]=2)[CH:30]=[CH:31][CH:32]=1. (9) Given the reactants Cl[C:2]1[C:11]2[C:6](=[CH:7][C:8]([C:14]3[C:15]([CH3:20])=[N:16][O:17][C:18]=3[CH3:19])=[C:9]([O:12][CH3:13])[CH:10]=2)[N:5]=[CH:4][C:3]=1[C:21]([NH2:23])=[O:22].[N:24]1[CH:29]=[CH:28][CH:27]=[CH:26][C:25]=1[C@H:30]([NH2:32])[CH3:31], predict the reaction product. The product is: [CH3:20][C:15]1[C:14]([C:8]2[CH:7]=[C:6]3[C:11]([C:2]([NH:32][C@@H:30]([C:25]4[CH:26]=[CH:27][CH:28]=[CH:29][N:24]=4)[CH3:31])=[C:3]([C:21]([NH2:23])=[O:22])[CH:4]=[N:5]3)=[CH:10][C:9]=2[O:12][CH3:13])=[C:18]([CH3:19])[O:17][N:16]=1.